Dataset: Peptide-MHC class I binding affinity with 185,985 pairs from IEDB/IMGT. Task: Regression. Given a peptide amino acid sequence and an MHC pseudo amino acid sequence, predict their binding affinity value. This is MHC class I binding data. (1) The peptide sequence is SILEYAKSI. The MHC is HLA-A69:01 with pseudo-sequence HLA-A69:01. The binding affinity (normalized) is 0.567. (2) The peptide sequence is EMKTDAATLAQ. The MHC is HLA-B44:02 with pseudo-sequence HLA-B44:02. The binding affinity (normalized) is 0.259. (3) The peptide sequence is HPRVSSEVHI. The MHC is HLA-A26:01 with pseudo-sequence HLA-A26:01. The binding affinity (normalized) is 0. (4) The MHC is HLA-B15:01 with pseudo-sequence HLA-B15:01. The peptide sequence is LHHAYQGDY. The binding affinity (normalized) is 0. (5) The peptide sequence is LLWAFAHRQ. The MHC is HLA-A02:03 with pseudo-sequence HLA-A02:03. The binding affinity (normalized) is 0.132. (6) The peptide sequence is MYMALIAAF. The MHC is HLA-A24:03 with pseudo-sequence HLA-A24:03. The binding affinity (normalized) is 0.798.